The task is: Regression. Given two drug SMILES strings and cell line genomic features, predict the synergy score measuring deviation from expected non-interaction effect.. This data is from NCI-60 drug combinations with 297,098 pairs across 59 cell lines. (1) Drug 1: CC1=C2C(C(=O)C3(C(CC4C(C3C(C(C2(C)C)(CC1OC(=O)C(C(C5=CC=CC=C5)NC(=O)C6=CC=CC=C6)O)O)OC(=O)C7=CC=CC=C7)(CO4)OC(=O)C)O)C)OC(=O)C. Drug 2: CC1C(C(CC(O1)OC2CC(CC3=C2C(=C4C(=C3O)C(=O)C5=C(C4=O)C(=CC=C5)OC)O)(C(=O)CO)O)N)O.Cl. Cell line: OVCAR-8. Synergy scores: CSS=26.1, Synergy_ZIP=-6.41, Synergy_Bliss=-4.02, Synergy_Loewe=-5.47, Synergy_HSA=-0.0243. (2) Drug 1: CCC1=C2CN3C(=CC4=C(C3=O)COC(=O)C4(CC)O)C2=NC5=C1C=C(C=C5)O. Drug 2: N.N.Cl[Pt+2]Cl. Cell line: TK-10. Synergy scores: CSS=21.7, Synergy_ZIP=-7.28, Synergy_Bliss=1.07, Synergy_Loewe=-1.11, Synergy_HSA=2.82.